Dataset: NCI-60 drug combinations with 297,098 pairs across 59 cell lines. Task: Regression. Given two drug SMILES strings and cell line genomic features, predict the synergy score measuring deviation from expected non-interaction effect. (1) Drug 1: CC=C1C(=O)NC(C(=O)OC2CC(=O)NC(C(=O)NC(CSSCCC=C2)C(=O)N1)C(C)C)C(C)C. Synergy scores: CSS=68.4, Synergy_ZIP=2.71, Synergy_Bliss=3.18, Synergy_Loewe=5.44, Synergy_HSA=8.02. Drug 2: C1CN1C2=NC(=NC(=N2)N3CC3)N4CC4. Cell line: ACHN. (2) Drug 1: C1CCC(CC1)NC(=O)N(CCCl)N=O. Drug 2: C1C(C(OC1N2C=NC(=NC2=O)N)CO)O. Cell line: UACC-257. Synergy scores: CSS=3.91, Synergy_ZIP=0.686, Synergy_Bliss=5.07, Synergy_Loewe=-0.409, Synergy_HSA=0.310. (3) Drug 2: CCC1(C2=C(COC1=O)C(=O)N3CC4=CC5=C(C=CC(=C5CN(C)C)O)N=C4C3=C2)O.Cl. Cell line: OVCAR-5. Drug 1: C1CCC(CC1)NC(=O)N(CCCl)N=O. Synergy scores: CSS=14.9, Synergy_ZIP=-6.13, Synergy_Bliss=0.860, Synergy_Loewe=-10.7, Synergy_HSA=1.02. (4) Drug 1: CN(C(=O)NC(C=O)C(C(C(CO)O)O)O)N=O. Drug 2: C(CN)CNCCSP(=O)(O)O. Cell line: SNB-75. Synergy scores: CSS=1.83, Synergy_ZIP=-0.830, Synergy_Bliss=-0.869, Synergy_Loewe=-2.35, Synergy_HSA=-2.07.